This data is from Catalyst prediction with 721,799 reactions and 888 catalyst types from USPTO. The task is: Predict which catalyst facilitates the given reaction. (1) Reactant: [NH:1]1[CH2:5][CH2:4][CH2:3][CH2:2]1.Cl[Si:7]([CH3:10])([CH3:9])[CH3:8]. Product: [CH3:8][Si:7]([CH3:10])([CH3:9])[N:1]1[CH2:5][CH2:4][CH2:3][CH2:2]1. The catalyst class is: 27. (2) Reactant: C([O:4][C@@H:5]1[C@@H:18]([O:19]C(=O)C)[C@H:17]([O:23]C(=O)C)[CH2:16][S:15][C@H:6]1[O:7][C:8]1[C:9](Br)=[N:10][CH:11]=[CH:12][CH:13]=1)(=O)C.[CH3:27][O:28][C:29]1[CH:34]=[CH:33][C:32](B(O)O)=[CH:31][CH:30]=1.C(=O)([O-])[O-].[Cs+].[Cs+].COCCOC. Product: [O:7]([C:8]1[C:9]([C:32]2[CH:33]=[CH:34][C:29]([O:28][CH3:27])=[CH:30][CH:31]=2)=[N:10][CH:11]=[CH:12][CH:13]=1)[C@@H:6]1[S:15][CH2:16][C@@H:17]([OH:23])[C@H:18]([OH:19])[C@H:5]1[OH:4]. The catalyst class is: 5. (3) Reactant: [OH:1][C:2]1[CH:3]=[CH:4][C:5]([C:8]([O:10][CH3:11])=[O:9])=[N:6][CH:7]=1.C(=O)([O-])[O-].[Cs+].[Cs+].FC(F)(F)S(O[CH2:24][C:25]([F:28])([F:27])[F:26])(=O)=O. The catalyst class is: 3. Product: [F:26][C:25]([F:28])([F:27])[CH2:24][O:1][C:2]1[CH:3]=[CH:4][C:5]([C:8]([O:10][CH3:11])=[O:9])=[N:6][CH:7]=1. (4) Reactant: [CH3:1][C:2]([CH3:42])([CH2:10][O:11][C:12]1[CH:17]=[CH:16][C:15]([C:18]2[CH:23]=[CH:22][C:21]([C:24]3[N:25](COCC[Si](C)(C)C)[CH:26]=[C:27]([C:29]([F:32])([F:31])[F:30])[N:28]=3)=[CH:20][N:19]=2)=[CH:14][C:13]=1[CH3:41])[C:3]([O:5]C(C)(C)C)=[O:4]. Product: [CH3:1][C:2]([CH3:42])([CH2:10][O:11][C:12]1[CH:17]=[CH:16][C:15]([C:18]2[CH:23]=[CH:22][C:21]([C:24]3[NH:28][C:27]([C:29]([F:32])([F:30])[F:31])=[CH:26][N:25]=3)=[CH:20][N:19]=2)=[CH:14][C:13]=1[CH3:41])[C:3]([OH:5])=[O:4]. The catalyst class is: 574. (5) Reactant: [C:1]1([C:7]2[C:19]3[C:18]4[CH2:17][CH2:16][N:15](C(OC(C)(C)C)=O)[CH2:14][C:13]=4[CH:12]=[N:11][C:10]=3[NH:9][N:8]=2)[CH:6]=[CH:5][CH:4]=[CH:3][CH:2]=1.[ClH:27].O1CCOCC1. Product: [Cl-:27].[C:1]1([C:7]2[C:19]3[C:18]4[CH2:17][CH2:16][NH2+:15][CH2:14][C:13]=4[CH:12]=[N:11][C:10]=3[NH:9][N:8]=2)[CH:2]=[CH:3][CH:4]=[CH:5][CH:6]=1. The catalyst class is: 4. (6) Reactant: [Cl:1][C:2]1[C:44]([F:45])=[CH:43][CH:42]=[CH:41][C:3]=1[CH2:4][NH:5][C:6](=[O:40])[N:7]([CH:9]([CH2:25][O:26][CH2:27][CH:28]([OH:39])[CH2:29][O:30][P:31]([O:36]CC)([O:33]CC)=[O:32])[CH2:10][O:11][C:12](=[O:24])[NH:13][C:14]1[N:15]=[CH:16][C:17]2[C:22]([CH:23]=1)=[CH:21][CH:20]=[CH:19][CH:18]=2)[CH3:8].[Si](I)(C)(C)C. Product: [Cl:1][C:2]1[C:44]([F:45])=[CH:43][CH:42]=[CH:41][C:3]=1[CH2:4][NH:5][C:6](=[O:40])[N:7]([CH:9]([CH2:25][O:26][CH2:27][CH:28]([OH:39])[CH2:29][O:30][P:31]([OH:36])([OH:33])=[O:32])[CH2:10][O:11][C:12](=[O:24])[NH:13][C:14]1[N:15]=[CH:16][C:17]2[C:22]([CH:23]=1)=[CH:21][CH:20]=[CH:19][CH:18]=2)[CH3:8]. The catalyst class is: 10. (7) Reactant: [F:1][C:2]1[CH:25]=[C:24]([F:26])[CH:23]=[CH:22][C:3]=1[CH2:4][N:5]1[C:9]2=[CH:10][N:11]=[C:12]([C:14]([O:16][CH3:17])=[O:15])[CH:13]=[C:8]2[C:7]([CH2:18]N(C)C)=[CH:6]1.ClC(OCC)=O.[C:33]1([SH:39])[CH:38]=[CH:37][CH:36]=[CH:35][CH:34]=1.C(N(C(C)C)CC)(C)C. Product: [F:1][C:2]1[CH:25]=[C:24]([F:26])[CH:23]=[CH:22][C:3]=1[CH2:4][N:5]1[C:9]2=[CH:10][N:11]=[C:12]([C:14]([O:16][CH3:17])=[O:15])[CH:13]=[C:8]2[C:7]([CH2:18][S:39][C:33]2[CH:38]=[CH:37][CH:36]=[CH:35][CH:34]=2)=[CH:6]1. The catalyst class is: 59.